From a dataset of Forward reaction prediction with 1.9M reactions from USPTO patents (1976-2016). Predict the product of the given reaction. (1) Given the reactants [CH2:1]([C:3]1[C:4](=[O:20])[CH2:5][CH2:6][C:7]2([CH3:19])[C:16]=1[CH2:15][CH2:14][C:13]1[C:8]2=[CH:9][CH:10]=[C:11]([O:17]C)[CH:12]=1)[CH3:2].B(Br)(Br)Br, predict the reaction product. The product is: [CH2:1]([C:3]1[C:4](=[O:20])[CH2:5][CH2:6][C:7]2([CH3:19])[C:16]=1[CH2:15][CH2:14][C:13]1[C:8]2=[CH:9][CH:10]=[C:11]([OH:17])[CH:12]=1)[CH3:2]. (2) Given the reactants [C:1]1(=[N:7][OH:8])[CH2:6][CH2:5][CH2:4][CH2:3][CH2:2]1.C([O-])(=O)C.C([O-])(=O)C.C([O-])(=O)C.C([O-])(=O)C.[Pb+4].[Cl:26][C:27]([F:32])([F:31])[C:28]([OH:30])=[O:29], predict the reaction product. The product is: [Cl:26][C:27]([F:32])([F:31])[C:28]([O:30][C:1]1([N:7]=[O:8])[CH2:6][CH2:5][CH2:4][CH2:3][CH2:2]1)=[O:29]. (3) Given the reactants [N:1]([C@H:4]([C:6]1[C:15]([C:16]2[CH:21]=[CH:20][CH:19]=[C:18]([F:22])[CH:17]=2)=[C:14]2[C:9]([CH:10]=[CH:11][N:12]=[N:13]2)=[C:8]([Cl:23])[CH:7]=1)[CH3:5])=[N+]=[N-].[I-].[Na+].Cl[Si](C)(C)C.S([O-])([O-])=O.[Na+].[Na+].[OH-].[Na+], predict the reaction product. The product is: [Cl:23][C:8]1[CH:7]=[C:6]([C@@H:4]([NH2:1])[CH3:5])[C:15]([C:16]2[CH:21]=[CH:20][CH:19]=[C:18]([F:22])[CH:17]=2)=[C:14]2[C:9]=1[CH:10]=[CH:11][N:12]=[N:13]2. (4) Given the reactants [H-].[Na+].CN(C=O)C.[F:8][CH:9]([F:12])[CH2:10][OH:11].F[C:14]1[CH:21]=[CH:20][C:17]([CH:18]=[O:19])=[CH:16][CH:15]=1, predict the reaction product. The product is: [F:8][CH:9]([F:12])[CH2:10][O:11][C:14]1[CH:21]=[CH:20][C:17]([CH:18]=[O:19])=[CH:16][CH:15]=1. (5) The product is: [CH3:1][O:2][C:3]1[CH:12]=[C:11]2[C:6]([CH:7]=[CH:8][C:9](=[O:16])[N:10]2[CH2:13][CH:14]=[O:18])=[N:5][CH:4]=1. Given the reactants [CH3:1][O:2][C:3]1[CH:12]=[C:11]2[C:6]([CH:7]=[CH:8][C:9](=[O:16])[N:10]2[CH2:13][CH:14]=C)=[N:5][CH:4]=1.I([O-])(=O)(=O)=[O:18].[Na+], predict the reaction product. (6) Given the reactants Cl.C(OC([N:9]1[CH2:14][CH2:13][N:12]([C:15]2[C:20]([Cl:21])=[N:19][CH:18]=[CH:17][N:16]=2)[CH2:11][CH2:10]1)=O)(C)(C)C, predict the reaction product. The product is: [Cl:21][C:20]1[C:15]([N:12]2[CH2:11][CH2:10][NH:9][CH2:14][CH2:13]2)=[N:16][CH:17]=[CH:18][N:19]=1.